Dataset: Forward reaction prediction with 1.9M reactions from USPTO patents (1976-2016). Task: Predict the product of the given reaction. (1) Given the reactants Br[C:2]1[CH:3]=[C:4]([Cl:27])[C:5]([CH:8]2[CH2:12][C:11]([CH3:26])([S:13]([C:16]3[CH:21]=[CH:20][CH:19]=[C:18]([C:22]([F:25])([F:24])[F:23])[CH:17]=3)(=[O:15])=[O:14])[CH2:10][O:9]2)=[N:6][CH:7]=1.[CH3:28][S:29]([O-:31])=[O:30].[Na+].[Na+].N1CCC[C@H]1C([O-])=O, predict the reaction product. The product is: [Cl:27][C:4]1[C:5]([CH:8]2[CH2:12][C:11]([CH3:26])([S:13]([C:16]3[CH:21]=[CH:20][CH:19]=[C:18]([C:22]([F:25])([F:24])[F:23])[CH:17]=3)(=[O:15])=[O:14])[CH2:10][O:9]2)=[N:6][CH:7]=[C:2]([S:29]([CH3:28])(=[O:31])=[O:30])[CH:3]=1. (2) Given the reactants C[O:2][C:3]1[N:4]=[N:5][C:6]([S:9]([C:12]2[NH:13][C:14]3[C:19]([C:20]=2[Cl:21])=[CH:18][CH:17]=[CH:16][CH:15]=3)(=[O:11])=[O:10])=[CH:7][CH:8]=1.Cl, predict the reaction product. The product is: [Cl:21][C:20]1[C:19]2[C:14](=[CH:15][CH:16]=[CH:17][CH:18]=2)[NH:13][C:12]=1[S:9]([C:6]1[CH:7]=[CH:8][C:3](=[O:2])[NH:4][N:5]=1)(=[O:11])=[O:10]. (3) Given the reactants C[Si]([N-][Si](C)(C)C)(C)C.[Li+].C1COCC1.[O:16]1[C:20]2[CH:21]=[CH:22][C:23]([C:25]#[N:26])=[CH:24][C:19]=2[O:18][CH2:17]1.[N:27]#N.[ClH:29], predict the reaction product. The product is: [ClH:29].[O:16]1[C:20]2[CH:21]=[CH:22][C:23]([C:25](=[NH:27])[NH2:26])=[CH:24][C:19]=2[O:18][CH2:17]1. (4) Given the reactants CO[C:3]1[CH:8]=[C:7](C)[C:6]([S:10](Cl)(=[O:12])=[O:11])=[C:5]([CH3:14])[CH:4]=1.CCN([CH2:20][CH3:21])CC.Cl.[NH:23]1[CH2:28][CH2:27][CH2:26][CH2:25][CH:24]1[CH2:29][CH2:30][CH2:31][C:32]([O:34][CH3:35])=[O:33].[CH2:36](Cl)Cl, predict the reaction product. The product is: [C:6]1([S:10]([N:23]2[CH2:28][CH2:27][CH2:26][CH2:25][CH:24]2[CH2:29][CH2:30][CH2:31][C:32]([O:34][CH3:35])=[O:33])(=[O:11])=[O:12])[C:5]2[C:4](=[CH:36][CH:20]=[CH:21][CH:14]=2)[CH:3]=[CH:8][CH:7]=1.